From a dataset of Full USPTO retrosynthesis dataset with 1.9M reactions from patents (1976-2016). Predict the reactants needed to synthesize the given product. (1) Given the product [C:1]1([CH2:11][CH2:12][C:13]2[N:14]=[C:15]([CH:18]3[CH2:23][CH2:22][N:21]([C:24]([O:26][C:27]([CH3:30])([CH3:29])[CH3:28])=[O:25])[CH2:20][CH2:19]3)[S:16][CH:17]=2)[C:10]2[C:5](=[CH:6][CH:7]=[CH:8][CH:9]=2)[CH:4]=[CH:3][CH:2]=1, predict the reactants needed to synthesize it. The reactants are: [C:1]1(/[CH:11]=[CH:12]\[C:13]2[N:14]=[C:15]([CH:18]3[CH2:23][CH2:22][N:21]([C:24]([O:26][C:27]([CH3:30])([CH3:29])[CH3:28])=[O:25])[CH2:20][CH2:19]3)[S:16][CH:17]=2)[C:10]2[C:5](=[CH:6][CH:7]=[CH:8][CH:9]=2)[CH:4]=[CH:3][CH:2]=1. (2) Given the product [N:24]1([C:2]2[N:11]=[C:10]3[C:5]([C:6](=[O:21])[C:7]([C:16]([O:18][CH2:19][CH3:20])=[O:17])=[CH:8][N:9]3[CH2:12][CH2:13][C:14]#[N:15])=[CH:4][C:3]=2[F:22])[CH2:27][CH2:26][CH2:25]1, predict the reactants needed to synthesize it. The reactants are: Cl[C:2]1[N:11]=[C:10]2[C:5]([C:6](=[O:21])[C:7]([C:16]([O:18][CH2:19][CH3:20])=[O:17])=[CH:8][N:9]2[CH2:12][CH2:13][C:14]#[N:15])=[CH:4][C:3]=1[F:22].Cl.[NH:24]1[CH2:27][CH2:26][CH2:25]1.C(N(CC)CC)C. (3) Given the product [CH2:61]([O:62][CH2:40][C@@H:39]([NH:35][C:13]([C@H:12]([NH:16][C:17](=[O:18])[O:19][CH2:20][CH:21]1[C:22]2[CH:23]=[CH:24][CH:25]=[CH:26][C:27]=2[C:28]2[C:33]1=[CH:32][CH:31]=[CH:30][CH:29]=2)[CH2:11][C:8]1[CH:9]=[CH:10][C:5]([O:4][CH2:1][CH:2]=[CH2:3])=[CH:6][CH:7]=1)=[O:15])[CH:38]([CH3:43])[CH3:44])[CH:60]=[CH2:59], predict the reactants needed to synthesize it. The reactants are: [CH2:1]([O:4][C:5]1[CH:10]=[CH:9][C:8]([CH2:11][C@@H:12]([NH:16][C:17]([O:19][CH2:20][CH:21]2[C:33]3[CH:32]=[CH:31][CH:30]=[CH:29][C:28]=3[C:27]3[C:22]2=[CH:23][CH:24]=[CH:25][CH:26]=3)=[O:18])[C:13]([OH:15])=O)=[CH:7][CH:6]=1)[CH:2]=[CH2:3].O[N:35]1[C:39]2[CH:40]=CC=[CH:43][C:38]=2N=N1.[CH:44]1(N=C=NC2CCCCC2)CCCCC1.[CH2:59]1C[O:62][CH2:61][CH2:60]1. (4) Given the product [OH:24][C:3]1[CH:4]=[CH:5][CH:6]=[CH:7][C:2]=1[C:1]1[O:8][C:9]2[C:10]([C:11]([O:13][CH3:18])=[O:12])=[CH:14][CH:15]=[CH:16][C:40]=2[N:41]=1, predict the reactants needed to synthesize it. The reactants are: [CH2:1]([O:8][C:9]1C=[CH:16][CH:15]=[CH:14][C:10]=1[C:11]([OH:13])=[O:12])[C:2]1[CH:7]=[CH:6][CH:5]=[CH:4][CH:3]=1.[C:18](Cl)(=O)C(Cl)=O.[OH2:24].C1(C)C=CC(S(O)(=O)=O)=CC=1.[Si]([CH:40]=[N+:41]=[N-])(C)(C)C. (5) Given the product [F:1][C:2]1[C:10]([CH3:11])=[CH:9][CH:8]=[CH:7][C:3]=1[C:4]([N:29]([O:28][CH3:24])[CH3:30])=[O:5], predict the reactants needed to synthesize it. The reactants are: [F:1][C:2]1[C:10]([CH3:11])=[CH:9][CH:8]=[CH:7][C:3]=1[C:4](O)=[O:5].CCN(C(C)C)C(C)C.CN([C:24]([O:28][N:29]1N=NC2C=CC=N[C:30]1=2)=[N+](C)C)C.F[P-](F)(F)(F)(F)F.Cl.CNOC. (6) Given the product [C:11](=[O:27])([O:25][CH3:26])[O:12][C:13]1[CH:18]=[C:17]([N+:1]([O-:4])=[O:2])[C:16]([CH2:19][CH3:20])=[CH:15][C:14]=1[C:21]([CH3:22])([CH3:23])[CH3:24], predict the reactants needed to synthesize it. The reactants are: [N+:1]([O-:4])([O-])=[O:2].[K+].C[Si](Cl)(C)C.[C:11](=[O:27])([O:25][CH3:26])[O:12][C:13]1[CH:18]=[CH:17][C:16]([CH2:19][CH3:20])=[CH:15][C:14]=1[C:21]([CH3:24])([CH3:23])[CH3:22].[Al+3].[Cl-].[Cl-].[Cl-]. (7) Given the product [Br:28][C:11]1[C:10]([C:29]([F:32])([F:30])[F:31])=[C:9]([NH:8][C:6](=[O:7])[CH2:5][C:4]([OH:33])=[O:3])[CH:14]=[C:13]([Br:15])[C:12]=1[O:16][C:17]1[CH:22]=[C:21]([CH:23]([CH3:24])[CH3:25])[C:20]([OH:26])=[C:19]([CH3:27])[CH:18]=1, predict the reactants needed to synthesize it. The reactants are: C([O:3][C:4](=[O:33])[CH2:5][C:6]([NH:8][C:9]1[CH:14]=[C:13]([Br:15])[C:12]([O:16][C:17]2[CH:22]=[C:21]([CH:23]([CH3:25])[CH3:24])[C:20]([OH:26])=[C:19]([CH3:27])[CH:18]=2)=[C:11]([Br:28])[C:10]=1[C:29]([F:32])([F:31])[F:30])=[O:7])C.[Li+].[OH-].Cl.